This data is from Full USPTO retrosynthesis dataset with 1.9M reactions from patents (1976-2016). The task is: Predict the reactants needed to synthesize the given product. (1) Given the product [F:43][CH:16]([F:15])[C:17]([N:19]1[C@H:23]([CH2:24][F:25])[C@@H:22]([C:26]2[CH:31]=[CH:30][C:29]([C:2]3[CH:7]=[N:6][C:5]([CH:8]([NH:13][CH3:14])[C:9]([F:12])([F:11])[F:10])=[CH:4][CH:3]=3)=[CH:28][CH:27]=2)[O:21][C:20]1([CH3:41])[CH3:42])=[O:18], predict the reactants needed to synthesize it. The reactants are: Br[C:2]1[CH:3]=[CH:4][C:5]([CH:8]([NH:13][CH3:14])[C:9]([F:12])([F:11])[F:10])=[N:6][CH:7]=1.[F:15][CH:16]([F:43])[C:17]([N:19]1[C@H:23]([CH2:24][F:25])[C@@H:22]([C:26]2[CH:31]=[CH:30][C:29](B3OC(C)(C)C(C)(C)O3)=[CH:28][CH:27]=2)[O:21][C:20]1([CH3:42])[CH3:41])=[O:18].C([O-])([O-])=O.[Na+].[Na+]. (2) Given the product [CH3:17][C:16]1[CH:18]=[CH:19][C:13]([S:10]([O:1][CH2:2][C:3]2([CH3:9])[CH2:7][O:6][C:5](=[O:8])[NH:4]2)(=[O:12])=[O:11])=[CH:14][CH:15]=1, predict the reactants needed to synthesize it. The reactants are: [OH:1][CH2:2][C:3]1([CH3:9])[CH2:7][O:6][C:5](=[O:8])[NH:4]1.[S:10](Cl)([C:13]1[CH:19]=[CH:18][C:16]([CH3:17])=[CH:15][CH:14]=1)(=[O:12])=[O:11].O. (3) The reactants are: [H-].[Na+].[NH2:3][C@H:4]([C:7]1[CH:12]=[CH:11][CH:10]=[C:9]([F:13])[CH:8]=1)[CH2:5][OH:6].Cl[CH2:15][C:16](OCC)=[O:17]. Given the product [F:13][C:9]1[CH:8]=[C:7]([C@H:4]2[NH:3][C:16](=[O:17])[CH2:15][O:6][CH2:5]2)[CH:12]=[CH:11][CH:10]=1, predict the reactants needed to synthesize it. (4) Given the product [C:42]([O:41][C:39](=[O:40])[NH:38][C:32](=[N:28][C:29]([O:30][C:10]([CH3:11])([CH3:12])[CH3:1])=[O:31])[N:33]1[CH:37]=[CH:36][CH:35]=[N:34]1)([CH3:45])([CH3:44])[CH3:43], predict the reactants needed to synthesize it. The reactants are: [CH3:1]N(C)C=O.C(N(CC)[CH:10]([CH3:12])[CH3:11])(C)C.Cl.N1(C(N)=N)C=CC=N1.C([N:28]([C:32](=[NH:38])[N:33]1[CH:37]=[CH:36][CH:35]=[N:34]1)[C:29](=[O:31])[OH:30])(C)(C)C.[C:39](O[C:39]([O:41][C:42]([CH3:45])([CH3:44])[CH3:43])=[O:40])([O:41][C:42]([CH3:45])([CH3:44])[CH3:43])=[O:40].